Dataset: Reaction yield outcomes from USPTO patents with 853,638 reactions. Task: Predict the reaction yield, written as a fraction of the theoretical maximum amount of product (1.0 means a 100% yield; for example, 0.34 means a 34% yield). The reactants are [CH3:1][O:2][C:3]1[C:8]([N+:9]([O-])=O)=[CH:7][CH:6]=[C:5]([S:12]([CH3:15])(=[O:14])=[O:13])[N:4]=1.[H][H]. The catalyst is CCOC(C)=O.CCO.[Pd]. The product is [CH3:1][O:2][C:3]1[C:8]([NH2:9])=[CH:7][CH:6]=[C:5]([S:12]([CH3:15])(=[O:14])=[O:13])[N:4]=1. The yield is 0.970.